This data is from Reaction yield outcomes from USPTO patents with 853,638 reactions. The task is: Predict the reaction yield, written as a fraction of the theoretical maximum amount of product (1.0 means a 100% yield; for example, 0.34 means a 34% yield). (1) The reactants are [CH3:1][N:2]([CH2:4][C:5]1[CH:6]=[CH:7][C:8]2[O:12][CH:11]=[C:10]([CH2:13][C:14]([NH2:16])=[O:15])[C:9]=2[CH:17]=1)[CH3:3].C[O:19][C:20](=O)[C:21]([C:23]1[C:31]2[C:26](=[CH:27][CH:28]=[CH:29][CH:30]=2)[NH:25][CH:24]=1)=O.CC([O-])(C)C.[K+]. The catalyst is C1COCC1. The product is [CH3:1][N:2]([CH2:4][C:5]1[CH:6]=[CH:7][C:8]2[O:12][CH:11]=[C:10]([C:13]3[C:14](=[O:15])[NH:16][C:20](=[O:19])[C:21]=3[C:23]3[C:31]4[C:26](=[CH:27][CH:28]=[CH:29][CH:30]=4)[NH:25][CH:24]=3)[C:9]=2[CH:17]=1)[CH3:3]. The yield is 0.630. (2) The reactants are [Cl:1][C:2]1[C:3]([O:11][CH2:12][CH2:13][CH3:14])=[C:4]([CH:8]=[CH:9][CH:10]=1)[CH2:5]CN.[C:15](Cl)(=[O:18])[CH:16]=[CH2:17].[CH2:20]([N:22](CC)CC)C. The catalyst is C(Cl)Cl. The product is [Cl:1][C:2]1[C:3]([O:11][CH2:12][CH2:13][CH3:14])=[C:4]([CH:8]=[CH:9][CH:10]=1)[CH2:5][N:22]([CH3:20])[C:15](=[O:18])[CH:16]=[CH2:17]. The yield is 0.890. (3) The reactants are [C:1]([CH2:4][CH2:5][CH2:6][CH2:7][CH2:8][P+](C1C=CC=CC=1)(C1C=CC=CC=1)C1C=CC=CC=1)([OH:3])=[O:2].CC(C)([O-])C.[K+].[N:34]1[CH:39]=[CH:38][CH:37]=[CH:36][C:35]=1[CH:40]=O.[OH-].[Na+]. The catalyst is O1CCCC1. The product is [N:34]1[CH:39]=[CH:38][CH:37]=[CH:36][C:35]=1[CH:40]=[CH:8][CH2:7][CH2:6][CH2:5][CH2:4][C:1]([OH:3])=[O:2]. The yield is 0.520. (4) The reactants are [OH:1][C@H:2]1[CH2:7][CH2:6][C@H:5]([N:8]2[C:13](=[O:14])[C:12]([CH:15]([C:17]3[CH:22]=[CH:21][C:20]([C:23]4[C:24]([C:29]#[N:30])=[CH:25][CH:26]=[CH:27][CH:28]=4)=[CH:19][CH:18]=3)[CH3:16])=[C:11]([CH2:31][CH2:32][CH3:33])[N:10]3[N:34]=[CH:35][N:36]=[C:9]23)[CH2:4][CH2:3]1.[N+](=[CH:39][C:40]([O:42][CH2:43][CH3:44])=[O:41])=[N-].O. The catalyst is C1(C)C=CC=CC=1.C([O-])(=O)C.[Rh+]. The product is [C:29]([C:24]1[CH:25]=[CH:26][CH:27]=[CH:28][C:23]=1[C:20]1[CH:21]=[CH:22][C:17]([CH:15]([C:12]2[C:13](=[O:14])[N:8]([C@H:5]3[CH2:6][CH2:7][C@H:2]([O:1][CH2:39][C:40]([O:42][CH2:43][CH3:44])=[O:41])[CH2:3][CH2:4]3)[C:9]3[N:10]([N:34]=[CH:35][N:36]=3)[C:11]=2[CH2:31][CH2:32][CH3:33])[CH3:16])=[CH:18][CH:19]=1)#[N:30]. The yield is 0.480. (5) The reactants are C(OC([NH:11][C@H:12]1[CH2:17][CH2:16][CH2:15][N:14]([CH:18]2[CH2:23][CH2:22][N:21]([C:24]([O:26][C:27]([CH3:30])([CH3:29])[CH3:28])=[O:25])[CH2:20][CH2:19]2)[C:13]1=[O:31])=O)C1C=CC=CC=1.[H][H]. The catalyst is CO.[Pd]. The product is [NH2:11][C@H:12]1[CH2:17][CH2:16][CH2:15][N:14]([CH:18]2[CH2:19][CH2:20][N:21]([C:24]([O:26][C:27]([CH3:29])([CH3:28])[CH3:30])=[O:25])[CH2:22][CH2:23]2)[C:13]1=[O:31]. The yield is 0.778. (6) The reactants are [F:1][C:2]1[CH:10]=[CH:9][C:5]([C:6]([OH:8])=[O:7])=[CH:4][CH:3]=1.[Cl:11][S:12](O)(=[O:14])=[O:13].[Cl-].[Na+]. No catalyst specified. The product is [Cl:11][S:12]([C:3]1[CH:4]=[C:5]([CH:9]=[CH:10][C:2]=1[F:1])[C:6]([OH:8])=[O:7])(=[O:14])=[O:13]. The yield is 0.510. (7) The reactants are [CH2:1]([Sn:5](=[O:10])[CH2:6][CH2:7][CH2:8][CH3:9])[CH2:2][CH2:3][CH3:4].[CH3:11][CH:12]([CH3:16])[CH2:13][CH2:14][OH:15]. No catalyst specified. The product is [CH2:1]([Sn:5]([CH2:6][CH2:7][CH2:8][CH3:9])([O:15][CH2:14][CH2:13][CH:12]([CH3:16])[CH3:11])[O:10][Sn:5]([CH2:6][CH2:7][CH2:8][CH3:9])([CH2:1][CH2:2][CH2:3][CH3:4])[O:15][CH2:14][CH2:13][CH:12]([CH3:16])[CH3:11])[CH2:2][CH2:3][CH3:4]. The yield is 0.990. (8) The reactants are [F:1][C:2]1[CH:7]=[CH:6][C:5]([CH:8]2[CH:17]([C:18]3[N:19]([CH3:27])[C:20]4[CH:25]=[CH:24][N:23]=[CH:22][C:21]=4[N:26]=3)[C:16](=O)[C:15]3[C:14]([C:29]([O:31]CC)=O)=[CH:13][CH:12]=[CH:11][C:10]=3[NH:9]2)=[CH:4][CH:3]=1.O.[NH2:35][NH2:36]. The catalyst is CO. The product is [F:1][C:2]1[CH:3]=[CH:4][C:5]([CH:8]2[NH:9][C:10]3[C:15]4[C:16](=[N:35][NH:36][C:29](=[O:31])[C:14]=4[CH:13]=[CH:12][CH:11]=3)[CH:17]2[C:18]2[N:19]([CH3:27])[C:20]3[CH:25]=[CH:24][N:23]=[CH:22][C:21]=3[N:26]=2)=[CH:6][CH:7]=1. The yield is 0.0500. (9) The catalyst is C1COCC1. The yield is 0.770. The reactants are [C:1]1([N:11]2[CH2:16][CH2:15][N:14]([CH2:17][CH2:18][CH2:19][CH2:20][OH:21])[CH2:13][CH2:12]2)[C:10]2[C:5](=[CH:6][CH:7]=[CH:8][CH:9]=2)[CH:4]=[CH:3][CH:2]=1.Cl[C:23]1[N:32]=[C:31]2[C:26]([CH:27]=[CH:28][C:29](=[O:34])[N:30]2[CH3:33])=[CH:25][CH:24]=1. The product is [CH3:33][N:30]1[C:31]2[C:26](=[CH:25][CH:24]=[C:23]([O:21][CH2:20][CH2:19][CH2:18][CH2:17][N:14]3[CH2:13][CH2:12][N:11]([C:1]4[C:10]5[C:5](=[CH:6][CH:7]=[CH:8][CH:9]=5)[CH:4]=[CH:3][CH:2]=4)[CH2:16][CH2:15]3)[N:32]=2)[CH:27]=[CH:28][C:29]1=[O:34]. (10) The reactants are [I:1][C:2]1[CH:3]=[C:4]([OH:11])[C:5](=[CH:9][CH:10]=1)C(O)=O.CC[N:14]([CH2:17]C)CC.C1C=CC(P(N=[N+]=[N-])(C2C=CC=CC=2)=[O:26])=CC=1.CCOCC. The catalyst is C1COCC1. The product is [I:1][C:2]1[CH:10]=[CH:9][C:5]2[NH:14][C:17](=[O:26])[O:11][C:4]=2[CH:3]=1. The yield is 0.370.